Dataset: Experimentally validated miRNA-target interactions with 360,000+ pairs, plus equal number of negative samples. Task: Binary Classification. Given a miRNA mature sequence and a target amino acid sequence, predict their likelihood of interaction. (1) Result: 0 (no interaction). The protein sequence of the target gene is MSRLSRSLLWAATCLGVLCVLSADKNTTQHPNVTTLAPISNVTSAPVTSLPLVTTPAPETCEGRNSCVSCFNVSVVNTTCFWIECKDESYCSHNSTVSDCQVGNTTDFCSVSTATPVPTANSTAKPTVQPSPSTTSKTVTTSGTTNNTVTPTSQPVRKSTFDAASFIGGIVLVLGVQAVIFFLYKFCKSKERNYHTL. The miRNA is hsa-miR-3116 with sequence UGCCUGGAACAUAGUAGGGACU. (2) The protein sequence of the target gene is MGQPAKVLQLFKTLHRTRQQVFKNDKRALEAARVKINEEFKKHKNETSPEKIKEMMKLGSDVELLLRTAVIQGIHTDHDTLQLVPRKDLLTENVPYCDAPTQKQ. The miRNA is rno-miR-30e-5p with sequence UGUAAACAUCCUUGACUGGAAG. Result: 0 (no interaction). (3) The miRNA is hsa-miR-1250-5p with sequence ACGGUGCUGGAUGUGGCCUUU. The protein sequence of the target gene is MGVLMSKRQTVEQVQKVSLAVSAFKDGLRDRPSIRRGGELPGSRRGTVEGSVQEVQEEKEAEASAPVVQEESSINRAAWERLRDGRGVEPEEFDRTSRFTPPAFIRPTRKLDDDKPPDICLEPREPVVNDEMCDVCEVWTAESLFPCRVCTRVFHDGCLRRMGYLQGDSAVEVTEMAHTETGWSCYYCDNLNLLLTEEEMYSLTETFQRCKVIPDCSLTLEDFVRYRHQAAKRGESSRALTDEQEEQAARQFAALDPEQRGHVEWSDFLSHESLLLLLQLRPQNSLLRLLTVKERERARA.... Result: 0 (no interaction).